From a dataset of Reaction yield outcomes from USPTO patents with 853,638 reactions. Predict the reaction yield, written as a fraction of the theoretical maximum amount of product (1.0 means a 100% yield; for example, 0.34 means a 34% yield). (1) The reactants are [S:1]1[CH:5]=[CH:4][C:3]2[S:6][CH:7]=[CH:8][C:2]1=2.[Cl:9][CH2:10][C:11](Cl)=[O:12].O.Cl. The catalyst is C(Cl)Cl. The product is [Cl:9][CH2:10][C:11]([C:5]1[S:1][C:2]2[CH:8]=[CH:7][S:6][C:3]=2[CH:4]=1)=[O:12]. The yield is 0.430. (2) The reactants are [F:1][C:2]1[C:3]([CH2:28][N:29](C)[C:30](=O)OC(C)(C)C)=[CH:4][N:5]([S:14]([C:17]2[CH:22]=[CH:21][CH:20]=[C:19]([CH2:23][S:24]([CH3:27])(=[O:26])=[O:25])[CH:18]=2)(=[O:16])=[O:15])[C:6]=1[C:7]1[C:8]([F:13])=[N:9][CH:10]=[CH:11][CH:12]=1.C(OCC)(=O)C.[ClH:44]. The catalyst is C(OCC)(=O)C.CC(O)C. The product is [ClH:44].[F:1][C:2]1[C:3]([CH2:28][NH:29][CH3:30])=[CH:4][N:5]([S:14]([C:17]2[CH:22]=[CH:21][CH:20]=[C:19]([CH2:23][S:24]([CH3:27])(=[O:25])=[O:26])[CH:18]=2)(=[O:15])=[O:16])[C:6]=1[C:7]1[C:8]([F:13])=[N:9][CH:10]=[CH:11][CH:12]=1. The yield is 0.790. (3) The yield is 0.290. The product is [OH:29][C@@:22]1([CH2:21][NH:20][C:11]([C:10]2[C:3]3[C:4](=[N:5][CH:6]=[CH:7][C:2]=3[Cl:1])[N:8]([CH2:14][CH:15]3[CH2:19][CH2:18][O:17][CH2:16]3)[CH:9]=2)=[O:13])[CH2:27][CH2:26][CH2:25][C@H:24]([CH3:28])[CH2:23]1. The reactants are [Cl:1][C:2]1[CH:7]=[CH:6][N:5]=[C:4]2[N:8]([CH2:14][CH:15]3[CH2:19][CH2:18][O:17][CH2:16]3)[CH:9]=[C:10]([C:11]([OH:13])=O)[C:3]=12.[NH2:20][CH2:21][C@:22]1([OH:29])[CH2:27][CH2:26][CH2:25][C@H:24]([CH3:28])[CH2:23]1.N1(O)C2C=CC=CC=2N=N1.Cl.CN(C)CCCN=C=NCC. The catalyst is C1COCC1. (4) The reactants are [NH2:1][C:2]1[S:3][CH2:4][CH:5]2[CH2:10][N:9]([C:11]3[N:16]=[CH:15][C:14]([F:17])=[CH:13][N:12]=3)[CH2:8][C:6]2([C:18]2[CH:19]=[C:20]([NH:25][C:26]([C:28]3[CH:33]=[CH:32][C:31]([F:34])=[CH:30][N:29]=3)=[O:27])[CH:21]=[CH:22][C:23]=2[F:24])[N:7]=1.CO.[ClH:37].C(OCC)C. The catalyst is C(=O)=O.ClCCl. The product is [ClH:37].[NH2:1][C:2]1[S:3][CH2:4][C@@H:5]2[CH2:10][N:9]([C:11]3[N:16]=[CH:15][C:14]([F:17])=[CH:13][N:12]=3)[CH2:8][C@:6]2([C:18]2[CH:19]=[C:20]([NH:25][C:26]([C:28]3[CH:33]=[CH:32][C:31]([F:34])=[CH:30][N:29]=3)=[O:27])[CH:21]=[CH:22][C:23]=2[F:24])[N:7]=1. The yield is 0.380. (5) The reactants are [Cl:1][C:2]1[C:3]2[CH:18]=[CH:17][NH:16][C:4]=2[N:5]=[C:6]([S:8][C:9]2[CH:14]=[CH:13][C:12]([F:15])=[CH:11][CH:10]=2)[N:7]=1.[H-].[Na+].[I-].[Na+].[CH3:23][O:24][CH2:25][CH2:26]Br. The catalyst is CN(C=O)C. The product is [Cl:1][C:2]1[C:3]2[CH:18]=[CH:17][N:16]([CH2:26][CH2:25][O:24][CH3:23])[C:4]=2[N:5]=[C:6]([S:8][C:9]2[CH:10]=[CH:11][C:12]([F:15])=[CH:13][CH:14]=2)[N:7]=1. The yield is 0.750. (6) The reactants are [N:1]1([CH2:6][C:7]2[S:8][CH:9]=[C:10]([C:12]([OH:14])=O)[N:11]=2)[CH2:5][CH2:4][CH2:3][CH2:2]1.[NH2:15][C@H:16]([CH3:32])[CH2:17][N:18]1[CH:22]=[CH:21][C:20]([C:23]2[CH:30]=[CH:29][C:26]([C:27]#[N:28])=[C:25]([Cl:31])[CH:24]=2)=[N:19]1. No catalyst specified. The yield is 0.557. The product is [Cl:31][C:25]1[CH:24]=[C:23]([C:20]2[CH:21]=[CH:22][N:18]([CH2:17][C@H:16]([NH:15][C:12]([C:10]3[N:11]=[C:7]([CH2:6][N:1]4[CH2:2][CH2:3][CH2:4][CH2:5]4)[S:8][CH:9]=3)=[O:14])[CH3:32])[N:19]=2)[CH:30]=[CH:29][C:26]=1[C:27]#[N:28]. (7) The reactants are [F:1][C:2]1[CH:7]=[C:6]([NH2:8])[CH:5]=[CH:4][C:3]=1[N:9]1[CH:13]=[C:12]([C:14]2[CH:19]=[CH:18][CH:17]=[CH:16][N:15]=2)[CH:11]=[N:10]1.C([O-])([O-])=O.[K+].[K+].[CH:26]1[CH:31]=[CH:30][C:29]([CH2:32][O:33][C:34](Cl)=[O:35])=[CH:28][CH:27]=1.O. The catalyst is ClCCl. The product is [CH2:32]([O:33][C:34]([NH:8][C:6]1[CH:5]=[CH:4][C:3]([N:9]2[CH:13]=[C:12]([C:14]3[CH:19]=[CH:18][CH:17]=[CH:16][N:15]=3)[CH:11]=[N:10]2)=[C:2]([F:1])[CH:7]=1)=[O:35])[C:29]1[CH:30]=[CH:31][CH:26]=[CH:27][CH:28]=1. The yield is 0.951. (8) The catalyst is C(O)C.O.O. The product is [C:1]([O:5][C:6](=[O:17])[CH:7]=[CH:8][C:9]1[CH:14]=[CH:13][C:12]([CH:15]=[CH:20][C:21]([C:23]2[CH:28]=[CH:27][C:26]([F:29])=[C:25]([F:30])[CH:24]=2)=[O:22])=[CH:11][CH:10]=1)([CH3:4])([CH3:3])[CH3:2]. The reactants are [C:1]([O:5][C:6](=[O:17])[CH:7]=[CH:8][C:9]1[CH:14]=[CH:13][C:12]([CH:15]=O)=[CH:11][CH:10]=1)([CH3:4])([CH3:3])[CH3:2].[OH-].[K+].[CH3:20][C:21]([C:23]1[CH:28]=[CH:27][C:26]([F:29])=[C:25]([F:30])[CH:24]=1)=[O:22]. The yield is 0.880.